Predict which catalyst facilitates the given reaction. From a dataset of Catalyst prediction with 721,799 reactions and 888 catalyst types from USPTO. (1) Reactant: C([O:5][C:6](=[O:41])[CH2:7][C@H:8]([NH:17][CH2:18][CH2:19][N:20](C(OC(C)(C)C)=O)[CH2:21][CH2:22][CH2:23][C:24]1[CH:33]=[CH:32][C:31]2[CH2:30][CH2:29][CH2:28][NH:27][C:26]=2[N:25]=1)[C:9]1[CH:10]=[CH:11][C:12]([O:15][CH3:16])=[N:13][CH:14]=1)(C)(C)C. Product: [CH3:16][O:15][C:12]1[N:13]=[CH:14][C:9]([C@@H:8]([NH:17][CH2:18][CH2:19][NH:20][CH2:21][CH2:22][CH2:23][C:24]2[CH:33]=[CH:32][C:31]3[CH2:30][CH2:29][CH2:28][NH:27][C:26]=3[N:25]=2)[CH2:7][C:6]([OH:41])=[O:5])=[CH:10][CH:11]=1. The catalyst class is: 55. (2) Reactant: FC1C(O[C:9](=[O:27])[C:10]2[CH:15]=[CH:14][C:13]([F:16])=[C:12]([F:17])[C:11]=2[NH:18][C:19]2[CH:24]=[CH:23][C:22]([I:25])=[CH:21][C:20]=2[Cl:26])=C(F)C(F)=C(F)C=1F.[NH2:32][O:33][CH2:34][CH2:35][OH:36].C(N(CC)C(C)C)(C)C. Product: [Cl:26][C:20]1[CH:21]=[C:22]([I:25])[CH:23]=[CH:24][C:19]=1[NH:18][C:11]1[C:12]([F:17])=[C:13]([F:16])[CH:14]=[CH:15][C:10]=1[C:9]([NH:32][O:33][CH2:34][CH2:35][OH:36])=[O:27]. The catalyst class is: 9. (3) Reactant: C([O-])([O-])=O.[K+].[K+].[CH3:7][O:8][C:9]1[CH:14]=[C:13]([CH2:15][CH3:16])[CH:12]=[CH:11][C:10]=1[OH:17].F[C:19]1[CH:24]=[CH:23][C:22]([N+:25]([O-:27])=[O:26])=[CH:21][C:20]=1[C:28]([F:31])([F:30])[F:29]. Product: [CH2:15]([C:13]1[CH:12]=[CH:11][C:10]([O:17][C:19]2[CH:24]=[CH:23][C:22]([N+:25]([O-:27])=[O:26])=[CH:21][C:20]=2[C:28]([F:29])([F:30])[F:31])=[C:9]([O:8][CH3:7])[CH:14]=1)[CH3:16]. The catalyst class is: 10. (4) Reactant: [OH:1][N:2]1[C:6](=[O:7])[C:5]2=[CH:8][CH:9]=[CH:10][CH:11]=[C:4]2[C:3]1=[O:12].[Br:13][CH2:14][CH2:15][O:16][CH2:17][CH2:18]Br.C(N(CC)CC)C.O. Product: [Br:13][CH2:14][CH2:15][O:16][CH2:17][CH2:18][O:1][N:2]1[C:3](=[O:12])[C:4]2[C:5](=[CH:8][CH:9]=[CH:10][CH:11]=2)[C:6]1=[O:7]. The catalyst class is: 3. (5) Reactant: C(O)(=O)C.C(O)(=O)C.[NH2:9][CH2:10][CH2:11][CH2:12][CH2:13][C:14]1[CH:42]=[CH:41][C:17]([O:18][CH2:19][CH2:20][N:21]([CH2:35][CH2:36][CH2:37][CH2:38][CH2:39][CH3:40])[CH2:22][C@H:23]([OH:34])[C@H:24]([C@H:26]2[C@H:31]([OH:32])[CH2:30][O:29][CH:28]([CH3:33])[O:27]2)[OH:25])=[CH:16][CH:15]=1.I.[NH2:44][C:45]1[C:46]([C:53]([NH:55][C:56](SC)=[NH:57])=[O:54])=[N:47][C:48]([Cl:52])=[C:49]([NH2:51])[N:50]=1.CCN(C(C)C)C(C)C. Product: [NH2:44][C:45]1[C:46]([C:53]([NH:55][C:56](=[NH:57])[NH:9][CH2:10][CH2:11][CH2:12][CH2:13][C:14]2[CH:15]=[CH:16][C:17]([O:18][CH2:19][CH2:20][N:21]([CH2:22][C@H:23]([OH:34])[C@@H:24]([OH:25])[C@H:26]3[C@H:31]([OH:32])[CH2:30][O:29][CH:28]([CH3:33])[O:27]3)[CH2:35][CH2:36][CH2:37][CH2:38][CH2:39][CH3:40])=[CH:41][CH:42]=2)=[O:54])=[N:47][C:48]([Cl:52])=[C:49]([NH2:51])[N:50]=1. The catalyst class is: 14. (6) Reactant: [C:1]([C:5]1[CH:10]=[CH:9][C:8]([C:11]2[NH:12][C:13]([C:25]3[CH:30]=[CH:29][C:28]([Cl:31])=[CH:27][CH:26]=3)([CH3:24])[C:14]([C:17]3[CH:22]=[CH:21][C:20]([Cl:23])=[CH:19][CH:18]=3)([CH3:16])[N:15]=2)=[C:7]([O:32][CH:33]([CH3:35])[CH3:34])[CH:6]=1)([CH3:4])([CH3:3])[CH3:2].[C:36](Cl)([Cl:38])=[O:37]. Product: [C:1]([C:5]1[CH:10]=[CH:9][C:8]([C:11]2[N:15]([C:36]([Cl:38])=[O:37])[C:14]([C:17]3[CH:22]=[CH:21][C:20]([Cl:23])=[CH:19][CH:18]=3)([CH3:16])[C:13]([C:25]3[CH:26]=[CH:27][C:28]([Cl:31])=[CH:29][CH:30]=3)([CH3:24])[N:12]=2)=[C:7]([O:32][CH:33]([CH3:35])[CH3:34])[CH:6]=1)([CH3:2])([CH3:3])[CH3:4]. The catalyst class is: 66. (7) Reactant: COC1C=CC(C[N:8](CC2C=CC(OC)=CC=2)[S:9]([C:12]([CH3:17])([CH2:14][CH:15]=[CH2:16])[CH3:13])(=[O:11])=[O:10])=CC=1.C1(SC)C=CC=CC=1.FC(F)(F)C(O)=O. Product: [CH3:13][C:12]([S:9]([NH2:8])(=[O:11])=[O:10])([CH2:14][CH:15]=[CH2:16])[CH3:17]. The catalyst class is: 91. (8) Reactant: C([O-])([O-])=O.[K+].[K+].[CH3:7][O:8][C:9](=[O:35])/[CH:10]=[CH:11]/[C:12]1[CH:17]=[CH:16][C:15]([C:18]2[CH:23]=[CH:22][C:21]([OH:24])=[C:20]([C:25]34[CH2:34][CH:29]5[CH2:30][CH:31]([CH2:33][CH:27]([CH2:28]5)[CH2:26]3)[CH2:32]4)[CH:19]=2)=[CH:14][CH:13]=1.Cl.Cl[CH2:38][CH2:39][N:40]1[CH2:45][CH2:44][O:43][CH2:42][CH2:41]1. Product: [CH3:7][O:8][C:9](=[O:35])/[CH:10]=[CH:11]/[C:12]1[CH:13]=[CH:14][C:15]([C:18]2[CH:23]=[CH:22][C:21]([O:24][CH2:38][CH2:39][N:40]3[CH2:45][CH2:44][O:43][CH2:42][CH2:41]3)=[C:20]([C:25]34[CH2:34][CH:29]5[CH2:30][CH:31]([CH2:33][CH:27]([CH2:28]5)[CH2:26]3)[CH2:32]4)[CH:19]=2)=[CH:16][CH:17]=1. The catalyst class is: 3. (9) Reactant: [CH3:1][O:2][C:3](=[O:15])[CH:4]=[CH:5][C:6]1[CH:14]=[C:13]2[C:9]([CH:10]=[CH:11][NH:12]2)=[CH:8][CH:7]=1.[CH3:16][O:17][C:18]1[CH:23]=[CH:22][CH:21]=[CH:20][C:19]=1B(O)O. Product: [CH3:1][O:2][C:3](=[O:15])[CH2:4][CH:5]([C:6]1[CH:14]=[C:13]2[C:9]([CH:10]=[CH:11][NH:12]2)=[CH:8][CH:7]=1)[C:19]1[CH:20]=[CH:21][CH:22]=[CH:23][C:18]=1[O:17][CH3:16]. The catalyst class is: 127.